The task is: Predict the product of the given reaction.. This data is from Forward reaction prediction with 1.9M reactions from USPTO patents (1976-2016). (1) Given the reactants Cl[C:2]1[N:7]=[N:6][C:5]([NH:8]C(=O)C(F)(F)F)=[CH:4][CH:3]=1.[CH:15]([CH:18]1[CH2:23][NH:22][CH2:21][CH2:20][NH:19]1)([CH3:17])[CH3:16], predict the reaction product. The product is: [CH:15]([CH:18]1[NH:19][CH2:20][CH2:21][N:22]([C:2]2[N:7]=[N:6][C:5]([NH2:8])=[CH:4][CH:3]=2)[CH2:23]1)([CH3:17])[CH3:16]. (2) Given the reactants [OH:1][C:2]1[CH:7]=[C:6]([OH:8])[CH:5]=[CH:4][C:3]=1[CH2:9][CH2:10][NH:11][CH2:12][C:13]([OH:15])=[O:14].C1C(O)=CC=C(O[C@@H]2O[C@H](CO)[C@@H](O)[C@H](O)[C@H]2O)C=1, predict the reaction product. The product is: [OH:1][C:2]1[CH:7]=[C:6]([OH:8])[CH:5]=[CH:4][C:3]=1[CH2:9][CH:10]=[N:11][CH2:12][C:13]([OH:15])=[O:14]. (3) Given the reactants C(OC(=O)[N:7]([CH:19]1[CH2:24][CH2:23][N:22]([CH2:25][CH2:26][N:27]2[C:36]3[C:31](=[C:32](Br)[CH:33]=[C:34]([O:37][CH3:38])[CH:35]=3)[CH:30]=[CH:29][C:28]2=[O:40])[CH2:21][CH2:20]1)[CH2:8][C:9]1[CH:18]=[CH:17][C:12]2[O:13][CH2:14][CH2:15][O:16][C:11]=2[CH:10]=1)(C)(C)C.FC(F)(F)C(O)=O, predict the reaction product. The product is: [O:13]1[C:12]2[CH:17]=[CH:18][C:9]([CH2:8][NH:7][CH:19]3[CH2:24][CH2:23][N:22]([CH2:25][CH2:26][N:27]4[C:36]5[C:31](=[CH:32][CH:33]=[C:34]([O:37][CH3:38])[CH:35]=5)[CH:30]=[CH:29][C:28]4=[O:40])[CH2:21][CH2:20]3)=[CH:10][C:11]=2[O:16][CH2:15][CH2:14]1.